This data is from NCI-60 drug combinations with 297,098 pairs across 59 cell lines. The task is: Regression. Given two drug SMILES strings and cell line genomic features, predict the synergy score measuring deviation from expected non-interaction effect. (1) Synergy scores: CSS=18.6, Synergy_ZIP=-5.66, Synergy_Bliss=0.794, Synergy_Loewe=-9.34, Synergy_HSA=-1.09. Cell line: SNB-75. Drug 2: C1CCC(CC1)NC(=O)N(CCCl)N=O. Drug 1: CS(=O)(=O)C1=CC(=C(C=C1)C(=O)NC2=CC(=C(C=C2)Cl)C3=CC=CC=N3)Cl. (2) Drug 1: CCCS(=O)(=O)NC1=C(C(=C(C=C1)F)C(=O)C2=CNC3=C2C=C(C=N3)C4=CC=C(C=C4)Cl)F. Drug 2: CC12CCC3C(C1CCC2=O)CC(=C)C4=CC(=O)C=CC34C. Cell line: HCC-2998. Synergy scores: CSS=5.47, Synergy_ZIP=4.35, Synergy_Bliss=0.739, Synergy_Loewe=-23.1, Synergy_HSA=-7.83. (3) Drug 1: CC1=C(C(CCC1)(C)C)C=CC(=CC=CC(=CC(=O)O)C)C. Drug 2: C1C(C(OC1N2C=NC(=NC2=O)N)CO)O. Cell line: SK-OV-3. Synergy scores: CSS=3.42, Synergy_ZIP=-0.312, Synergy_Bliss=-4.51, Synergy_Loewe=-6.06, Synergy_HSA=-7.43. (4) Synergy scores: CSS=91.4, Synergy_ZIP=10.5, Synergy_Bliss=10.7, Synergy_Loewe=7.07, Synergy_HSA=11.4. Cell line: MOLT-4. Drug 1: C1C(C(OC1N2C=NC3=C(N=C(N=C32)Cl)N)CO)O. Drug 2: C1=NC2=C(N=C(N=C2N1C3C(C(C(O3)CO)O)F)Cl)N.